From a dataset of Catalyst prediction with 721,799 reactions and 888 catalyst types from USPTO. Predict which catalyst facilitates the given reaction. (1) Reactant: S(Cl)([Cl:3])=O.[CH2:5]([C:7]1[N:8]=[C:9]2[CH:14]=[CH:13][CH:12]=[C:11]([CH2:15]O)[N:10]2[CH:17]=1)[CH3:6]. Product: [ClH:3].[CH2:5]([C:7]1[N:8]=[C:9]2[CH:14]=[CH:13][CH:12]=[C:11]([CH2:15][Cl:3])[N:10]2[CH:17]=1)[CH3:6]. The catalyst class is: 2. (2) Reactant: [C:1]1([S:7]([N:10]2[C:14]3=[N:15][CH:16]=[CH:17][CH:18]=[C:13]3[CH:12]=[CH:11]2)(=[O:9])=[O:8])[CH:6]=[CH:5][CH:4]=[CH:3][CH:2]=1.C([N-]C(C)C)(C)C.[Li+].C([Li])CCC.CCCCCC.C(NC(C)C)(C)C.[O:45]1[CH2:50][CH2:49][CH2:48][CH2:47][CH:46]1[CH2:51][CH:52]=[O:53]. Product: [C:1]1([S:7]([N:10]2[C:14]3=[N:15][CH:16]=[CH:17][CH:18]=[C:13]3[CH:12]=[C:11]2[CH:52]([OH:53])[CH2:51][CH:46]2[CH2:47][CH2:48][CH2:49][CH2:50][O:45]2)(=[O:9])=[O:8])[CH:2]=[CH:3][CH:4]=[CH:5][CH:6]=1. The catalyst class is: 7. (3) Reactant: [H-].[Al+3].[Li+].[H-].[H-].[H-].[Cl-].[Al+3].[Cl-].[Cl-].C([O:13][C:14]([C:16]1[O:17][C:18]2[CH:24]=[CH:23][C:22]([Br:25])=[CH:21][C:19]=2[CH:20]=1)=O)C.[NH4+]. Product: [Br:25][C:22]1[CH:23]=[CH:24][C:18]2[O:17][C:16]([CH2:14][OH:13])=[CH:20][C:19]=2[CH:21]=1. The catalyst class is: 7. (4) Reactant: [N:1]1[C:10]2[C:5](=[C:6]([N:11]3[CH2:15][CH2:14][C@H:13]([NH:16]C(=O)OC(C)(C)C)[CH2:12]3)[CH:7]=[CH:8][CH:9]=2)[CH:4]=[CH:3][CH:2]=1. Product: [N:1]1[C:10]2[C:5](=[C:6]([N:11]3[CH2:15][CH2:14][C@H:13]([NH2:16])[CH2:12]3)[CH:7]=[CH:8][CH:9]=2)[CH:4]=[CH:3][CH:2]=1. The catalyst class is: 67. (5) Reactant: [Bi](Cl)(Cl)Cl.[I-].[Na+].[C:7](Cl)(=[O:9])[CH3:8].[CH2:11]([O:13][C:14]([C:16]1[C:17]2[C:32]([O:33][Si](C)(C)C)=[CH:31][CH2:30][CH2:29][CH2:28][C:18]=2[N:19]([C:21]([O:23][C:24]([CH3:27])([CH3:26])[CH3:25])=[O:22])[CH:20]=1)=[O:15])[CH3:12]. Product: [CH2:11]([O:13][C:14]([C:16]1[C:17]2[C:32](=[O:33])[CH:31]([C:7](=[O:9])[CH3:8])[CH2:30][CH2:29][CH2:28][C:18]=2[N:19]([C:21]([O:23][C:24]([CH3:27])([CH3:26])[CH3:25])=[O:22])[CH:20]=1)=[O:15])[CH3:12]. The catalyst class is: 158. (6) Reactant: [Cl:1][C:2]1[CH:3]=[C:4]([S:8][C:9]2[C:17]3[C:12](=[N:13][CH:14]=[N:15][C:16]=3[NH2:18])[N:11]([CH:19]3[CH2:22][NH:21][CH2:20]3)[N:10]=2)[CH:5]=[CH:6][CH:7]=1.N1C=CC=CC=1.Cl[C:30]([O:32][CH2:33][CH3:34])=[O:31]. Product: [CH2:33]([O:32][C:30]([N:21]1[CH2:20][CH:19]([N:11]2[C:12]3=[N:13][CH:14]=[N:15][C:16]([NH2:18])=[C:17]3[C:9]([S:8][C:4]3[CH:5]=[CH:6][CH:7]=[C:2]([Cl:1])[CH:3]=3)=[N:10]2)[CH2:22]1)=[O:31])[CH3:34]. The catalyst class is: 35.